This data is from Forward reaction prediction with 1.9M reactions from USPTO patents (1976-2016). The task is: Predict the product of the given reaction. (1) Given the reactants [CH2:1]([N:8]1[C:16]2[C:11](=[CH:12][C:13]([C:17]3[CH:22]=[CH:21][CH:20]=[CH:19][CH:18]=3)=[CH:14][CH:15]=2)[CH:10]=[CH:9]1)[C:2]1[CH:7]=[CH:6][CH:5]=[CH:4][CH:3]=1.[C:23](Cl)(=[O:27])[C:24](Cl)=[O:25].[CH2:29]([OH:31])[CH3:30], predict the reaction product. The product is: [CH2:1]([N:8]1[C:16]2[C:11](=[CH:12][C:13]([C:17]3[CH:22]=[CH:21][CH:20]=[CH:19][CH:18]=3)=[CH:14][CH:15]=2)[C:10]([C:23](=[O:27])[C:24]([O:31][CH2:29][CH3:30])=[O:25])=[CH:9]1)[C:2]1[CH:3]=[CH:4][CH:5]=[CH:6][CH:7]=1. (2) Given the reactants Cl.[NH2:2][C:3]1[C:12]2[N:13]=[C:14]([CH2:28][CH2:29][CH3:30])[N:15]([CH2:16][CH2:17][CH2:18][CH2:19][NH:20]C(=O)OC(C)(C)C)[C:11]=2[C:10]2[CH:9]=[CH:8][C:7]([Br:31])=[CH:6][C:5]=2[N:4]=1.[OH-].[Na+], predict the reaction product. The product is: [NH2:20][CH2:19][CH2:18][CH2:17][CH2:16][N:15]1[C:11]2[C:10]3[CH:9]=[CH:8][C:7]([Br:31])=[CH:6][C:5]=3[N:4]=[C:3]([NH2:2])[C:12]=2[N:13]=[C:14]1[CH2:28][CH2:29][CH3:30]. (3) Given the reactants [CH2:1]([C:5]1[CH:10]=[CH:9][C:8]([C:11]#[C:12][C:13]2[CH:33]=[CH:32][C:16]([CH2:17][NH:18][C:19]3[CH:20]=[CH:21][C:22]4[C:27](=[O:28])[O:26][C:25]([CH3:30])([CH3:29])[O:24][C:23]=4[CH:31]=3)=[CH:15][CH:14]=2)=[CH:7][CH:6]=1)[CH2:2][CH2:3][CH3:4].[CH:34]1([C:40](Cl)=[O:41])[CH2:39][CH2:38][CH2:37][CH2:36][CH2:35]1, predict the reaction product. The product is: [CH2:1]([C:5]1[CH:6]=[CH:7][C:8]([C:11]#[C:12][C:13]2[CH:33]=[CH:32][C:16]([CH2:17][N:18]([C:19]3[CH:20]=[CH:21][C:22]4[C:27](=[O:28])[O:26][C:25]([CH3:29])([CH3:30])[O:24][C:23]=4[CH:31]=3)[C:40]([CH:34]3[CH2:39][CH2:38][CH2:37][CH2:36][CH2:35]3)=[O:41])=[CH:15][CH:14]=2)=[CH:9][CH:10]=1)[CH2:2][CH2:3][CH3:4]. (4) Given the reactants [NH2:1][C:2]1[CH:12]=[CH:11][C:5]([C:6]([O:8][CH2:9][CH3:10])=[O:7])=[CH:4][CH:3]=1.[C:13]1(=O)[CH2:18][CH2:17][CH2:16][CH2:15][CH2:14]1.C(O[BH-](OC(=O)C)OC(=O)C)(=O)C.[Na+].O, predict the reaction product. The product is: [CH:13]1([NH:1][C:2]2[CH:3]=[CH:4][C:5]([C:6]([O:8][CH2:9][CH3:10])=[O:7])=[CH:11][CH:12]=2)[CH2:18][CH2:17][CH2:16][CH2:15][CH2:14]1. (5) Given the reactants [C:1]([C:3]1[CH:4]=[N:5][C:6]2[C:11]([CH:12]=1)=[CH:10][C:9]([O:13][CH:14]([S:18][CH3:19])[C:15]([OH:17])=O)=[C:8]([F:20])[C:7]=2[CH3:21])#[CH:2].CN(C(ON1N=[N:37][C:32]2[CH:33]=CC=C[C:31]1=2)=[N+](C)C)C.[B-](F)(F)(F)F.[CH3:44]CN(CC)CC.[NH4+].[Cl-], predict the reaction product. The product is: [C:32]([NH:37][C:15](=[O:17])[CH:14]([O:13][C:9]1[CH:10]=[C:11]2[C:6](=[C:7]([CH3:21])[C:8]=1[F:20])[N:5]=[CH:4][C:3]([C:1]#[CH:2])=[CH:12]2)[S:18][CH3:19])([CH3:44])([CH3:33])[CH3:31]. (6) Given the reactants [C:1]([C:3]1[CH:8]=[CH:7][CH:6]=[CH:5][C:4]=1[C:9]1[CH:33]=[CH:32][C:12]([C:13]([NH:15][CH2:16][C:17]2[C:18]([CH2:23][NH:24]C(=O)OC(C)(C)C)=[N:19][CH:20]=[CH:21][CH:22]=2)=[O:14])=[C:11]([NH:34][CH2:35][CH2:36][C:37]2[CH:42]=[CH:41][CH:40]=[C:39]([F:43])[CH:38]=2)[N:10]=1)#[N:2].Cl, predict the reaction product. The product is: [NH2:24][CH2:23][C:18]1[C:17]([CH2:16][NH:15][C:13](=[O:14])[C:12]2[CH:32]=[CH:33][C:9]([C:4]3[CH:5]=[CH:6][CH:7]=[CH:8][C:3]=3[C:1]#[N:2])=[N:10][C:11]=2[NH:34][CH2:35][CH2:36][C:37]2[CH:42]=[CH:41][CH:40]=[C:39]([F:43])[CH:38]=2)=[CH:22][CH:21]=[CH:20][N:19]=1. (7) Given the reactants [CH3:1][C:2]1[CH:8]=[CH:7][CH:6]=[C:5]([CH3:9])[C:3]=1[NH2:4].[Cl:10][CH2:11][C:12](O[C:12](=[O:13])[CH2:11][Cl:10])=[O:13].C(N(CC)CC)C, predict the reaction product. The product is: [CH3:1][C:2]1[CH:8]=[CH:7][CH:6]=[C:5]([CH3:9])[C:3]=1[NH:4][C:12](=[O:13])[CH2:11][Cl:10]. (8) Given the reactants [C:1]([O:5][C:6]([N:8]1[CH2:26][CH2:25][N:11]2[C:12](=[O:24])[C:13]3[C:18]([C@@H:10]2[CH2:9]1)=[CH:17][C:16](Br)=[CH:15][C:14]=3[C:20]([F:23])([F:22])[F:21])=[O:7])([CH3:4])([CH3:3])[CH3:2].C([Sn](CCCC)(CCCC)[C:32]1[O:33][CH:34]=[CH:35][CH:36]=1)CCC, predict the reaction product. The product is: [C:1]([O:5][C:6]([N:8]1[CH2:26][CH2:25][N:11]2[C:12](=[O:24])[C:13]3[C:18]([C@@H:10]2[CH2:9]1)=[CH:17][C:16]([C:32]1[O:33][CH:34]=[CH:35][CH:36]=1)=[CH:15][C:14]=3[C:20]([F:23])([F:22])[F:21])=[O:7])([CH3:4])([CH3:3])[CH3:2]. (9) Given the reactants [N+:1]([C:4]1[CH:5]=[C:6]([CH:22]=[CH:23][C:24]=1[N+:25]([O-])=O)[NH:7][C:8](=[O:21])[C:9]1[CH:14]=[CH:13][C:12]([N:15]2[CH2:20][CH2:19][O:18][CH2:17][CH2:16]2)=[CH:11][CH:10]=1)([O-])=O.[CH:28]1([C:31]([N:33]2[CH2:38][CH2:37][N:36]([C:39]3[CH:46]=[CH:45][C:42]([CH:43]=O)=[CH:41][CH:40]=3)[CH2:35][CH2:34]2)=[O:32])[CH2:30][CH2:29]1, predict the reaction product. The product is: [CH:28]1([C:31]([N:33]2[CH2:34][CH2:35][N:36]([C:39]3[CH:40]=[CH:41][C:42]([C:43]4[NH:25][C:24]5[CH:23]=[CH:22][C:6]([NH:7][C:8](=[O:21])[C:9]6[CH:14]=[CH:13][C:12]([N:15]7[CH2:20][CH2:19][O:18][CH2:17][CH2:16]7)=[CH:11][CH:10]=6)=[CH:5][C:4]=5[N:1]=4)=[CH:45][CH:46]=3)[CH2:37][CH2:38]2)=[O:32])[CH2:29][CH2:30]1.